From a dataset of Experimentally validated miRNA-target interactions with 360,000+ pairs, plus equal number of negative samples. Binary Classification. Given a miRNA mature sequence and a target amino acid sequence, predict their likelihood of interaction. The miRNA is hsa-miR-3934-3p with sequence UGCUCAGGUUGCACAGCUGGGA. The protein sequence of the target gene is MSYTPGVGGDPAQLAQRISSNIQKITQCSVEIQRTLNQLGTPQDSPELRQQLQQKQQYTNQLAKETDKYIKEFGSLPTTPSEQRQRKIQKDRLVAEFTTSLTNFQKVQRQAAEREKEFVARVRASSRVSGSFPEDSSKERNLVSWESQTQPQVQVQDEEITEDDLRLIHERESSIRQLEADIMDINEIFKDLGMMIHEQGDVIDSIEANVENAEVHVQQANQQLSRAADYQRKSRKTLCIIILILVIGVAIISLIIWGLNH. Result: 0 (no interaction).